From a dataset of Forward reaction prediction with 1.9M reactions from USPTO patents (1976-2016). Predict the product of the given reaction. (1) Given the reactants C1(P(C2C=CC=CC=2)C2C=CC=CC=2)C=CC=CC=1.[O:20]([CH2:27][C:28]([OH:30])=O)[C:21]1[CH:26]=[CH:25][CH:24]=[CH:23][CH:22]=1.ClC(Cl)(Cl)C#N.[NH2:37][C@@:38]([C:53]1[CH:58]=[CH:57][C:56]([O:59][CH2:60][CH2:61][CH2:62][C:63]([F:66])([F:65])[F:64])=[CH:55][CH:54]=1)([C:49]([F:52])([F:51])[F:50])[CH2:39][C:40]([C:42]1[CH:47]=[CH:46][C:45]([CH3:48])=[CH:44][CH:43]=1)=[O:41].N1C=CC=CC=1, predict the reaction product. The product is: [O:20]([CH2:27][C:28]([NH:37][C@:38]([C:53]1[CH:58]=[CH:57][C:56]([O:59][CH2:60][CH2:61][CH2:62][C:63]([F:64])([F:65])[F:66])=[CH:55][CH:54]=1)([CH2:39][C:40](=[O:41])[C:42]1[CH:43]=[CH:44][C:45]([CH3:48])=[CH:46][CH:47]=1)[C:49]([F:52])([F:51])[F:50])=[O:30])[C:21]1[CH:22]=[CH:23][CH:24]=[CH:25][CH:26]=1. (2) Given the reactants [C:1]([O:5][C:6]([N:8]1[CH2:20][C@@H:19]([CH3:21])[N:18]2[C:10](=[CH:11][C:12]3[C:17]2=[N:16][CH:15]=[C:14]([F:22])[CH:13]=3)[CH2:9]1)=[O:7])([CH3:4])([CH3:3])[CH3:2].C([BH3-])#N.[Na+], predict the reaction product. The product is: [C:1]([O:5][C:6]([N:8]1[CH2:20][C@@H:19]([CH3:21])[N:18]2[C@H:10]([CH2:11][C:12]3[C:17]2=[N:16][CH:15]=[C:14]([F:22])[CH:13]=3)[CH2:9]1)=[O:7])([CH3:4])([CH3:2])[CH3:3]. (3) Given the reactants [F:1][C:2]([F:16])([F:15])[C:3]1[CH:11]=[CH:10][C:6]([C:7](O)=O)=[C:5]([N+:12]([O-:14])=[O:13])[CH:4]=1.C(N(CC)CC)C.ClC(OCC)=O.[BH4-].[Na+].CS(Cl)(=O)=O.Cl.[NH2:38][CH2:39][C:40]([O:42][CH2:43][CH3:44])=[O:41].C(=O)([O-])O.[Na+], predict the reaction product. The product is: [CH2:43]([O:42][C:40](=[O:41])[CH:39]([CH2:7][C:6]1[CH:10]=[CH:11][C:3]([C:2]([F:16])([F:15])[F:1])=[CH:4][C:5]=1[N+:12]([O-:14])=[O:13])[NH2:38])[CH3:44]. (4) Given the reactants Cl[C:2]1[C:11]2[C:6](=[CH:7][C:8]([O:18][C@H:19]3[CH2:23][CH2:22][O:21][CH2:20]3)=[C:9]([O:12][C@H:13]3[CH2:17][CH2:16][O:15][CH2:14]3)[CH:10]=2)[N:5]=[CH:4][N:3]=1.[Cl:24][C:25]1[CH:26]=[C:27]([CH:29]=[CH:30][C:31]=1[F:32])[NH2:28], predict the reaction product. The product is: [Cl:24][C:25]1[CH:26]=[C:27]([NH:28][C:2]2[C:11]3[C:6](=[CH:7][C:8]([O:18][C@H:19]4[CH2:23][CH2:22][O:21][CH2:20]4)=[C:9]([O:12][C@H:13]4[CH2:17][CH2:16][O:15][CH2:14]4)[CH:10]=3)[N:5]=[CH:4][N:3]=2)[CH:29]=[CH:30][C:31]=1[F:32]. (5) Given the reactants [O:1]1[CH:5]=[CH:4][CH:3]=[CH:2]1.[C:6]([OH:10])(=[O:9])C=C.B.O1CC[CH2:14][CH2:13]1, predict the reaction product. The product is: [CH:5]12[O:1][CH:2]([CH:13]=[CH:14]1)[CH2:3][CH:4]2[C:6]([OH:10])=[O:9]. (6) The product is: [Cl:1][C:2]1[CH:7]=[CH:6][C:5]([C:8]([C:11]2[CH:16]=[CH:15][C:14]([I:17])=[CH:13][CH:12]=2)([OH:9])[CH2:10][NH:21][CH2:20][CH2:18][OH:19])=[CH:4][CH:3]=1. Given the reactants [Cl:1][C:2]1[CH:7]=[CH:6][C:5]([C:8]2([C:11]3[CH:16]=[CH:15][C:14]([I:17])=[CH:13][CH:12]=3)[CH2:10][O:9]2)=[CH:4][CH:3]=1.[CH2:18]([CH2:20][NH2:21])[OH:19].C(N(CC)CC)C, predict the reaction product.